This data is from Reaction yield outcomes from USPTO patents with 853,638 reactions. The task is: Predict the reaction yield, written as a fraction of the theoretical maximum amount of product (1.0 means a 100% yield; for example, 0.34 means a 34% yield). (1) The reactants are [NH:1]1[CH2:5][CH2:4][CH2:3][CH2:2]1.[Cl:6][C:7]1[C:16]2[C:11](=[C:12]([N+:20]([O-:22])=[O:21])[CH:13]=[C:14]([N+:17]([O-:19])=[O:18])[CH:15]=2)[C:10]([N+:23]([O-:25])=[O:24])=[CH:9][CH:8]=1. No catalyst specified. The product is [ClH:6].[N+:23]([C:10]1[C:11]2[C:16](=[CH:15][C:14]([N+:17]([O-:19])=[O:18])=[CH:13][C:12]=2[N+:20]([O-:22])=[O:21])[C:7]([N:1]2[CH2:5][CH2:4][CH2:3][CH2:2]2)=[CH:8][CH:9]=1)([O-:25])=[O:24]. The yield is 0.220. (2) The reactants are [Cl:1][C:2]1[C:15]2[C:14](=[O:16])[C:13]3[C:8](=[CH:9][CH:10]=[CH:11][CH:12]=3)[S:7][C:6]=2[C:5]([O:17][CH2:18][CH2:19][CH2:20]I)=[CH:4][CH:3]=1.[NH:22]([CH2:26][CH2:27][OH:28])[CH2:23][CH2:24][OH:25]. The catalyst is C(#N)C. The product is [OH:25][CH2:24][CH2:23][N:22]([CH2:26][CH2:27][OH:28])[CH2:20][CH2:19][CH2:18][O:17][C:5]1[C:6]2[S:7][C:8]3[C:13](=[CH:12][CH:11]=[CH:10][CH:9]=3)[C:14](=[O:16])[C:15]=2[C:2]([Cl:1])=[CH:3][CH:4]=1. The yield is 0.560. (3) The reactants are [CH2:1]([Si:3](Cl)([CH2:6][CH3:7])[CH2:4][CH3:5])[CH3:2].[OH:9][CH2:10][C@@H:11]1[CH:26]=[C:25]2[C@@H:15]([CH2:16][CH:17]3[C:27]4[C:20](=[CH:21][CH:22]=[CH:23][C:24]2=4)[NH:19][CH2:18]3)[N:13]([CH3:14])[CH2:12]1.C(N(CC)CC)C.O. The catalyst is CN(C1C=CN=CC=1)C.CN(C)C=O. The product is [CH2:1]([Si:3]([CH2:6][CH3:7])([CH2:4][CH3:5])[O:9][CH2:10][C@@H:11]1[CH:26]=[C:25]2[C@@H:15]([CH2:16][C:17]3[C:27]4[C:20](=[CH:21][CH:22]=[CH:23][C:24]2=4)[NH:19][CH:18]=3)[N:13]([CH3:14])[CH2:12]1)[CH3:2]. The yield is 0.700. (4) The reactants are Cl[C:2]1[CH2:6][CH2:5][C:4](=[O:7])[CH:3]=1.[NH:8]1[CH2:10][CH2:9]1.C(N([CH2:16][CH3:17])CC)C.O1[CH2:22][CH2:21][CH2:20][CH2:19]1. No catalyst specified. The product is [C:17]1([CH:9]2[CH2:10][N:8]2[C:2]2[CH2:6][CH2:5][C:4](=[O:7])[CH:3]=2)[CH:16]=[CH:22][CH:21]=[CH:20][CH:19]=1. The yield is 0.580. (5) The reactants are [F:1][C:2]([F:22])([F:21])[C:3]([C:9]1[CH:14]=[CH:13][C:12]([NH:15][CH2:16][C:17]([F:20])([F:19])[F:18])=[CH:11][CH:10]=1)([OH:8])[C:4]([F:7])([F:6])[F:5].[N+](=[C:25]([C:30]([O:32][CH3:33])=[O:31])[C:26]([O:28][CH3:29])=[O:27])=[N-]. The catalyst is C(Cl)Cl.C([O-])(=O)C.[Rh+3].C([O-])(=O)C.C([O-])(=O)C. The product is [F:20][C:17]([F:19])([F:18])[CH2:16][N:15]([C:12]1[CH:11]=[CH:10][C:9]([C:3]([OH:8])([C:4]([F:7])([F:6])[F:5])[C:2]([F:21])([F:22])[F:1])=[CH:14][CH:13]=1)[CH:25]([C:30]([O:32][CH3:33])=[O:31])[C:26]([O:28][CH3:29])=[O:27]. The yield is 0.950. (6) The reactants are [C:1]([C:3]1[CH:8]=[CH:7][CH:6]=[CH:5][C:4]=1[C:9]1[CH:14]=[CH:13][C:12]([CH2:15][C:16]2[C:17](=[O:42])[N:18]([C@H:28]3[CH2:33][CH2:32][C@H:31]([C:34]4[O:38][CH:37]=[N:36][C:35]=4C(O)=O)[CH2:30][CH2:29]3)[C:19]3[N:20]([N:25]=[CH:26][N:27]=3)[C:21]=2[CH2:22][CH2:23][CH3:24])=[CH:11][CH:10]=1)#[N:2].N1C2C(=CC=CC=2)C=CC=1.Cl. The catalyst is [Cu]=O.C(OCC)(=O)C. The product is [O:38]1[C:34]([C@H:31]2[CH2:32][CH2:33][C@H:28]([N:18]3[C:17](=[O:42])[C:16]([CH2:15][C:12]4[CH:13]=[CH:14][C:9]([C:4]5[C:3]([C:1]#[N:2])=[CH:8][CH:7]=[CH:6][CH:5]=5)=[CH:10][CH:11]=4)=[C:21]([CH2:22][CH2:23][CH3:24])[N:20]4[N:25]=[CH:26][N:27]=[C:19]34)[CH2:29][CH2:30]2)=[CH:35][N:36]=[CH:37]1. The yield is 0.750. (7) The reactants are [S:1]1[CH:5]=[C:4]([C:6]2[O:7][C:8]3[C:9](=[C:11]([C:15]([OH:17])=O)[CH:12]=[CH:13][CH:14]=3)[N:10]=2)[N:3]=[CH:2]1.[ClH:18].C(N=C=NCCCN(C)C)C.ON1C2C=CC=CC=2N=N1.Cl.Cl.[NH2:42][C@H:43]1[CH:48]2[CH2:49][CH2:50][N:45]([CH2:46][CH2:47]2)[CH2:44]1.C(N(CC)CC)C. The catalyst is CN(C=O)C.ClCCl. The product is [ClH:18].[N:45]12[CH2:50][CH2:49][CH:48]([CH2:47][CH2:46]1)[C@H:43]([NH:42][C:15]([C:11]1[CH:12]=[CH:13][CH:14]=[C:8]3[O:7][C:6]([C:4]4[N:3]=[CH:2][S:1][CH:5]=4)=[N:10][C:9]=13)=[O:17])[CH2:44]2. The yield is 0.370. (8) The reactants are [Br:1][C:2]1[N:3]=[C:4]([C:20]#[C:21][CH3:22])[S:5][C:6]=1[C:7]1[N:11]=[CH:10][N:9]([CH2:12][O:13][CH2:14][CH2:15][Si:16]([CH3:19])([CH3:18])[CH3:17])[N:8]=1.C(=O)([O-])[O-].[K+].[K+].CC1C=C(C)C=C(C)C=1S([O-])(=O)=O.[NH2:42][N+:43]1[CH:48]=[CH:47][C:46]([CH:49]([O:53][CH2:54][CH3:55])[O:50][CH2:51][CH3:52])=[CH:45][CH:44]=1. The catalyst is CN(C)C=O. The product is [Br:1][C:2]1[N:3]=[C:4]([C:20]2[C:21]([CH3:22])=[N:42][N:43]3[CH:48]=[CH:47][C:46]([CH:49]([O:50][CH2:51][CH3:52])[O:53][CH2:54][CH3:55])=[CH:45][C:44]=23)[S:5][C:6]=1[C:7]1[N:11]=[CH:10][N:9]([CH2:12][O:13][CH2:14][CH2:15][Si:16]([CH3:19])([CH3:18])[CH3:17])[N:8]=1. The yield is 0.702.